This data is from Ames mutagenicity test results for genotoxicity prediction. The task is: Regression/Classification. Given a drug SMILES string, predict its toxicity properties. Task type varies by dataset: regression for continuous values (e.g., LD50, hERG inhibition percentage) or binary classification for toxic/non-toxic outcomes (e.g., AMES mutagenicity, cardiotoxicity, hepatotoxicity). Dataset: ames. (1) The compound is Cc1cc(O)c2c(c1)C(=O)C13C4C(=O)C56C(=O)c7c(O)cc(C)cc7C(=O)C57C(C(=O)C16C2=O)C(C)C3C7C4C. The result is 0 (non-mutagenic). (2) The result is 1 (mutagenic). The compound is [O-][N+](O)=CCO. (3) The molecule is CN(C)CCCNc1c2ccccc2nc2c(N(CCO)CCO)ccc([N+](=O)[O-])c12. The result is 1 (mutagenic). (4) The molecule is O=C(c1ccccc1)C1OC1c1ccccc1. The result is 1 (mutagenic). (5) The drug is [N-]=[N+]=CC(=O)NCC(=O)NN. The result is 1 (mutagenic). (6) The compound is CCOC(=O)C(N)CS. The result is 1 (mutagenic).